Dataset: Full USPTO retrosynthesis dataset with 1.9M reactions from patents (1976-2016). Task: Predict the reactants needed to synthesize the given product. (1) Given the product [Cl:8][C:7]1[C:2]([C:13]2[CH:12]=[N:11][N:10]([CH3:9])[CH:14]=2)=[N:3][CH:4]=[CH:5][N:6]=1, predict the reactants needed to synthesize it. The reactants are: Cl[C:2]1[C:7]([Cl:8])=[N:6][CH:5]=[CH:4][N:3]=1.[CH3:9][N:10]1[CH:14]=[C:13](B2OC(C)(C)C(C)(C)O2)[CH:12]=[N:11]1.C([O-])([O-])=O.[Na+].[Na+].COCCOC. (2) Given the product [F:1][C:2]1[CH:7]=[CH:6][C:5]([O:8][CH3:9])=[CH:4][C:3]=1[C:10]1[CH:15]=[CH:14][C:13]([CH2:16][O:17][S:26]([CH3:25])(=[O:28])=[O:27])=[CH:12][C:11]=1[C:18]1([O:23][CH3:24])[CH2:19][CH2:20][CH2:21][CH2:22]1, predict the reactants needed to synthesize it. The reactants are: [F:1][C:2]1[CH:7]=[CH:6][C:5]([O:8][CH3:9])=[CH:4][C:3]=1[C:10]1[CH:15]=[CH:14][C:13]([CH2:16][OH:17])=[CH:12][C:11]=1[C:18]1([O:23][CH3:24])[CH2:22][CH2:21][CH2:20][CH2:19]1.[CH3:25][S:26](Cl)(=[O:28])=[O:27]. (3) Given the product [Br:1][C:2]1[CH:3]=[CH:4][C:5]([Cl:11])=[C:6]([CH2:7][NH2:9])[CH:10]=1, predict the reactants needed to synthesize it. The reactants are: [Br:1][C:2]1[CH:3]=[CH:4][C:5]([Cl:11])=[C:6]([CH:10]=1)[C:7]([NH2:9])=O. (4) Given the product [CH3:8][C:2]([CH:9]1[CH2:13][CH2:12][O:11][CH2:10]1)([CH3:1])[C:3]([OH:5])=[O:4], predict the reactants needed to synthesize it. The reactants are: [CH3:1][C:2]([CH:9]1[CH2:13][CH2:12][O:11][CH2:10]1)([CH3:8])[C:3]([O:5]CC)=[O:4].O.[Li+].[OH-]. (5) Given the product [N+:8]([C:5]1[CH:6]=[CH:7][C:2]([N:22]2[CH2:21][CH2:20][N:19]([CH:16]3[CH2:17][CH2:18][O:13][CH2:14][CH2:15]3)[CH2:24][CH2:23]2)=[CH:3][CH:4]=1)([O-:10])=[O:9], predict the reactants needed to synthesize it. The reactants are: F[C:2]1[CH:7]=[CH:6][C:5]([N+:8]([O-:10])=[O:9])=[CH:4][CH:3]=1.Cl.Cl.[O:13]1[CH2:18][CH2:17][CH:16]([N:19]2[CH2:24][CH2:23][NH:22][CH2:21][CH2:20]2)[CH2:15][CH2:14]1.C(=O)([O-])[O-].[K+].[K+].CN(C)C=O.